Dataset: Full USPTO retrosynthesis dataset with 1.9M reactions from patents (1976-2016). Task: Predict the reactants needed to synthesize the given product. (1) Given the product [Cl:1][C:2]1[CH:3]=[C:4]([CH:8]=[CH:9][C:10]=1[NH:11][CH:12]=[O:13])[C:5]([NH:14][C:15]1[CH:20]=[CH:19][CH:18]=[CH:17][C:16]=1[CH3:21])=[O:7], predict the reactants needed to synthesize it. The reactants are: [Cl:1][C:2]1[CH:3]=[C:4]([CH:8]=[CH:9][C:10]=1[NH:11][CH:12]=[O:13])[C:5]([OH:7])=O.[NH2:14][C:15]1[C:16]([CH3:21])=[CH:17][CH:18]=[CH:19][CH:20]=1. (2) Given the product [O:16]=[C:9]1[C:10]2[C:15](=[CH:14][CH:13]=[CH:12][CH:11]=2)[C:6]([CH2:5][C:4]2[CH:3]=[C:2]([N:1]3[C:31](=[O:32])[CH2:30][C:26]([C:20]4[CH:21]=[CH:22][CH:23]=[CH:24][CH:25]=4)([CH2:34][CH2:35][CH3:36])[C:27]3=[O:28])[CH:19]=[CH:18][CH:17]=2)=[N:7][NH:8]1, predict the reactants needed to synthesize it. The reactants are: [NH2:1][C:2]1[CH:3]=[C:4]([CH:17]=[CH:18][CH:19]=1)[CH2:5][C:6]1[C:15]2[C:10](=[CH:11][CH:12]=[CH:13][CH:14]=2)[C:9](=[O:16])[NH:8][N:7]=1.[C:20]1([C:26]([CH2:34][CH2:35][CH3:36])([CH2:30][C:31](O)=[O:32])[C:27](O)=[O:28])[CH:25]=[CH:24][CH:23]=[CH:22][CH:21]=1. (3) Given the product [CH3:5][O:6][C:7](=[O:30])[CH2:8][CH2:9][CH2:10][C:11]#[C:12][CH2:13][N:14]1[C:15](=[O:29])[CH2:16][CH2:17][CH2:18][C@@H:19]1/[CH:20]=[CH:21]/[CH:22]([OH:28])[CH2:23][CH2:24][CH2:25][CH2:26][CH3:27].[OH:6][CH2:7][CH2:8][CH2:9][CH2:10][C:11]#[C:12][CH2:13][N:14]1[C@@H:19](/[CH:20]=[CH:21]/[CH:22]([OH:28])[CH2:23][CH2:24][CH2:25][CH2:26][CH3:27])[CH2:18][CH2:17][CH2:16][C:15]1=[O:29], predict the reactants needed to synthesize it. The reactants are: [BH4-].[Na+].CO.[CH3:5][O:6][C:7](=[O:30])[CH2:8][CH2:9][CH2:10][C:11]#[C:12][CH2:13][N:14]1[C@@H:19](/[CH:20]=[CH:21]/[C:22](=[O:28])[CH2:23][CH2:24][CH2:25][CH2:26][CH3:27])[CH2:18][CH2:17][CH2:16][C:15]1=[O:29]. (4) Given the product [S:1]1[CH:5]=[CH:4][CH:3]=[C:2]1[C:6]1([C:7]#[N:8])[CH2:13][CH2:12]1, predict the reactants needed to synthesize it. The reactants are: [S:1]1[CH:5]=[CH:4][CH:3]=[C:2]1[CH2:6][C:7]#[N:8].[H-].[Na+].Br[CH2:12][CH2:13]Br. (5) Given the product [Cl:1][C:2]1[N:3]=[N:4][CH:5]=[C:6]([O:10][CH3:11])[C:7]=1[OH:8], predict the reactants needed to synthesize it. The reactants are: [Cl:1][C:2]1[N:3]=[N:4][CH:5]=[C:6]([O:10][CH3:11])[C:7]=1[O:8]C.N1CCOCC1.C1(N=C=O)C=CC=CC=1. (6) The reactants are: CC(OC(/N=N/C(OC(C)C)=O)=O)C.[OH:15][C:16]1[CH:17]=[C:18]([CH:23]=[C:24]([O:26][CH2:27][C:28]2[CH:33]=[CH:32][CH:31]=[CH:30][CH:29]=2)[CH:25]=1)[C:19]([O:21][CH3:22])=[O:20].[CH3:34][O:35][CH2:36][C@@H:37](O)[CH3:38].C1(P(C2C=CC=CC=2)C2C=CC=CC=2)C=CC=CC=1. Given the product [CH3:38][C@@H:37]([O:15][C:16]1[CH:17]=[C:18]([CH:23]=[C:24]([O:26][CH2:27][C:28]2[CH:33]=[CH:32][CH:31]=[CH:30][CH:29]=2)[CH:25]=1)[C:19]([O:21][CH3:22])=[O:20])[CH2:36][O:35][CH3:34], predict the reactants needed to synthesize it. (7) Given the product [CH:1]1([N:6]2[C:11]3=[N:12][C:13]([NH:16][C:17]4[CH:18]=[CH:19][C:20]([N:23]5[CH2:28][CH2:27][CH:26]([OH:29])[CH2:25][CH2:24]5)=[CH:21][CH:22]=4)=[N:14][CH:15]=[C:10]3[CH:9]=[N:8][C:7]2=[O:30])[CH2:2][CH2:3][CH2:4][CH2:5]1, predict the reactants needed to synthesize it. The reactants are: [CH:1]1([N:6]2[C:11]3=[N:12][C:13]([NH:16][C:17]4[CH:22]=[CH:21][C:20]([N:23]5[CH2:28][CH2:27][CH:26]([OH:29])[CH2:25][CH2:24]5)=[CH:19][CH:18]=4)=[N:14][CH:15]=[C:10]3[CH2:9][NH:8][C:7]2=[O:30])[CH2:5][CH2:4][CH2:3][CH2:2]1.CC(C)([O-])C.[K+].